This data is from Reaction yield outcomes from USPTO patents with 853,638 reactions. The task is: Predict the reaction yield, written as a fraction of the theoretical maximum amount of product (1.0 means a 100% yield; for example, 0.34 means a 34% yield). (1) The reactants are [CH2:1]([N:3]([CH:27]1[CH2:32][CH2:31][NH:30][CH2:29][CH2:28]1)[C:4]1[C:19]2[CH2:18][CH:17]=[CH:16][CH2:15][CH2:14][C:13]3[CH:20]=[C:21]([CH3:25])[NH:22][C:23](=[O:24])[C:12]=3[CH2:11][NH:10][C:9](=[O:26])[C:8]=2[CH:7]=[CH:6][CH:5]=1)[CH3:2].[CH3:33][N:34]1[CH:38]=[CH:37][C:36]([CH:39]=O)=[N:35]1.CC(O)=O.[BH3-]C#N.[Na+]. The catalyst is CO. The product is [CH2:1]([N:3]([CH:27]1[CH2:32][CH2:31][N:30]([CH2:39][C:36]2[CH:37]=[CH:38][N:34]([CH3:33])[N:35]=2)[CH2:29][CH2:28]1)[C:4]1[C:19]2[CH2:18][CH:17]=[CH:16][CH2:15][CH2:14][C:13]3[CH:20]=[C:21]([CH3:25])[NH:22][C:23](=[O:24])[C:12]=3[CH2:11][NH:10][C:9](=[O:26])[C:8]=2[CH:7]=[CH:6][CH:5]=1)[CH3:2]. The yield is 0.460. (2) The reactants are [C:1]([NH:18][NH:19][CH3:20])([O:3][CH2:4][CH:5]1[C:17]2[C:12](=[CH:13][CH:14]=[CH:15][CH:16]=2)[C:11]2[C:6]1=[CH:7][CH:8]=[CH:9][CH:10]=2)=[O:2].C([O-])([O-])=O.[Cs+].[Cs+].N[C@H:28]([C:40]([OH:42])=[O:41])CC1C=C2C(C=CC=C2)=CC=1.[C:43]1([CH3:49])[CH:48]=CC=C[CH:44]=1. No catalyst specified. The product is [C:43]([O:42][C:40](=[O:41])[CH2:28][N:18]([C:1]([O:3][CH2:4][CH:5]1[C:17]2[C:12](=[CH:13][CH:14]=[CH:15][CH:16]=2)[C:11]2[C:6]1=[CH:7][CH:8]=[CH:9][CH:10]=2)=[O:2])[NH:19][CH3:20])([CH3:49])([CH3:48])[CH3:44]. The yield is 0.700. (3) The reactants are Br[C:2]1[C:3]([CH3:15])=[C:4]([O:13][CH3:14])[C:5]2[O:9][CH:8]([CH3:10])[CH2:7][C:6]=2[C:11]=1[CH3:12].[CH3:16][C:17]1[CH:22]=[CH:21][C:20]([N:23]2[CH2:28][CH2:27][NH:26][CH2:25][CH2:24]2)=[CH:19][CH:18]=1. No catalyst specified. The product is [CH3:14][O:13][C:4]1[C:5]2[O:9][CH:8]([CH3:10])[CH2:7][C:6]=2[C:11]([CH3:12])=[C:2]([N:26]2[CH2:27][CH2:28][N:23]([C:20]3[CH:21]=[CH:22][C:17]([CH3:16])=[CH:18][CH:19]=3)[CH2:24][CH2:25]2)[C:3]=1[CH3:15]. The yield is 0.420.